Dataset: Reaction yield outcomes from USPTO patents with 853,638 reactions. Task: Predict the reaction yield, written as a fraction of the theoretical maximum amount of product (1.0 means a 100% yield; for example, 0.34 means a 34% yield). (1) The reactants are ClC(Cl)(Cl)COC(=O)[C:6]1[CH:11]=[CH:10][CH:9]=C[C:7]=1[CH2:12][S:13][C:14]1[CH:19]=[CH:18][CH:17]=[C:16]([CH:20]([C:31]([O:33][CH2:34][CH3:35])=[O:32])[C:21]2[CH:26]=[CH:25][C:24]([C:27]([F:30])([F:29])[F:28])=[CH:23][CH:22]=2)[CH:15]=1.[CH3:39][C:40]([OH:42])=[O:41].C(Cl)Cl. The catalyst is CCCCCCC.CCOC(C)=O.[Zn]. The product is [F:29][C:27]([F:28])([F:30])[C:24]1[CH:23]=[CH:22][C:21]([CH:20]([C:31]([O:33][CH2:34][CH3:35])=[O:32])[C:16]2[C:15]([CH2:14][S:13][C:12]3[CH:7]=[CH:6][CH:11]=[CH:10][CH:9]=3)=[C:39]([CH:19]=[CH:18][CH:17]=2)[C:40]([OH:42])=[O:41])=[CH:26][CH:25]=1. The yield is 0.770. (2) The reactants are FC(F)(F)S(O[C:7]1[C:12]([Cl:13])=[C:11]([CH:14]2[CH2:16][CH2:15]2)[N:10]=[C:9]([C:17]2[S:18][C:19]([S:22](=[O:29])(=[O:28])[NH:23][C:24]([CH3:27])([CH3:26])[CH3:25])=[CH:20][CH:21]=2)[N:8]=1)(=O)=O.[NH2:32][C:33]1[N:37](C(OC(C)(C)C)=O)[N:36]=[C:35]([CH:45]2[CH2:47][CH2:46]2)[CH:34]=1.C1C=CC(P(C2C=CC=CC=2)C2C=CC=CC=2)=CC=1.C([O-])([O-])=O.[K+].[K+]. The catalyst is O1CCOCC1. The product is [C:24]([NH:23][S:22]([C:19]1[S:18][C:17]([C:9]2[N:10]=[C:11]([CH:14]3[CH2:16][CH2:15]3)[C:12]([Cl:13])=[C:7]([NH:32][C:33]3[NH:37][N:36]=[C:35]([CH:45]4[CH2:47][CH2:46]4)[CH:34]=3)[N:8]=2)=[CH:21][CH:20]=1)(=[O:28])=[O:29])([CH3:26])([CH3:25])[CH3:27]. The yield is 0.320. (3) The reactants are [CH3:1][C:2]1[CH:11]=[CH:10][C:9]2[C:8]([OH:12])=[CH:7][CH:6]=[CH:5][C:4]=2[N:3]=1.N1C=CC=CC=1.[F:19][C:20]([F:33])([F:32])[S:21](O[S:21]([C:20]([F:33])([F:32])[F:19])(=[O:23])=[O:22])(=[O:23])=[O:22].O. The catalyst is C(Cl)Cl. The product is [F:19][C:20]([F:33])([F:32])[S:21]([O:12][C:8]1[CH:7]=[CH:6][CH:5]=[C:4]2[C:9]=1[CH:10]=[CH:11][C:2]([CH3:1])=[N:3]2)(=[O:23])=[O:22]. The yield is 0.920. (4) The yield is 0.320. The reactants are C(C1CN([O:14][CH2:15][C:16]2[CH:39]=[CH:38][C:19]([O:20][CH2:21][C:22]3[N:23]=[C:24]([C:28]4[O:32][C:31]([C:33]([O:35][CH2:36][CH3:37])=[O:34])=[CH:30][CH:29]=4)[O:25][C:26]=3[CH3:27])=[C:18]([O:40][CH3:41])[CH:17]=2)N(C2C=CC=CC=2)C=1)=O.[Cl-].[CH2:43]([C:45]1[S:46][CH:47]=[C:48]([CH2:50][P+](C2C=CC=CC=2)(C2C=CC=CC=2)C2C=CC=CC=2)[N:49]=1)[CH3:44].C(=O)([O-])[O-].[K+].[K+].[CH3:76][N:77]([CH3:80])C=O. The catalyst is O. The product is [CH2:43]([C:45]1[S:46][CH:47]=[C:48](/[CH:50]=[CH:27]\[C:26]2[C:22]([O:14][CH2:15][C:16]3[CH:39]=[CH:38][C:19]([O:20][CH2:21][C:22]4[N:23]=[C:24]([C:28]5[O:32][C:31]([C:33]([O:35][CH2:36][CH3:37])=[O:34])=[CH:30][CH:29]=5)[O:25][C:26]=4[CH3:27])=[C:18]([O:40][CH3:41])[CH:17]=3)=[N:23][N:77]([C:80]3[CH:38]=[CH:39][CH:16]=[CH:17][CH:18]=3)[CH:76]=2)[N:49]=1)[CH3:44]. (5) The reactants are [CH2:1]([O:8][C:9]([C:11]1[C:19]2[C:14](=[CH:15][CH:16]=[C:17]([O:20][CH2:21][CH2:22][Cl:23])[CH:18]=2)[NH:13][C:12]=1[CH3:24])=[O:10])[C:2]1[CH:7]=[CH:6][CH:5]=[CH:4][CH:3]=1.C([O-])([O-])=O.[K+].[K+].[CH3:31][N:32]([CH3:38])[CH:33]1[CH2:37][CH2:36][NH:35][CH2:34]1. The catalyst is C(#N)C. The product is [ClH:23].[ClH:23].[CH2:1]([O:8][C:9]([C:11]1[C:19]2[C:14](=[CH:15][CH:16]=[C:17]([O:20][CH2:21][CH2:22][N:35]3[CH2:36][CH2:37][CH:33]([N:32]([CH3:38])[CH3:31])[CH2:34]3)[CH:18]=2)[NH:13][C:12]=1[CH3:24])=[O:10])[C:2]1[CH:7]=[CH:6][CH:5]=[CH:4][CH:3]=1. The yield is 0.550. (6) The reactants are C(O[C:6](=[O:23])[CH2:7][CH:8]([NH:16][C:17]([O:19][CH2:20][CH:21]=[CH2:22])=[O:18])[CH:9]([O:13]CC)[O:10][CH2:11][CH3:12])(C)(C)C.FC(F)(F)C(O)=O. The catalyst is C(Cl)Cl. The product is [CH2:20]([O:19][C:17](=[O:18])[NH:16][CH:8]1[CH2:7][C:6](=[O:23])[O:13][CH:9]1[O:10][CH2:11][CH3:12])[CH:21]=[CH2:22]. The yield is 0.850.